This data is from Reaction yield outcomes from USPTO patents with 853,638 reactions. The task is: Predict the reaction yield, written as a fraction of the theoretical maximum amount of product (1.0 means a 100% yield; for example, 0.34 means a 34% yield). (1) The reactants are CS(C)=O.Cl[C:6]1[N:7]([CH2:29][CH:30]2[CH2:32][CH2:31]2)[C:8]2[C:13]([N:14]=1)=[C:12]([N:15]1[CH2:20][CH2:19][O:18][CH2:17][CH2:16]1)[N:11]=[C:10]([C:21]1[CH:22]=[N:23][C:24]([NH:27][CH3:28])=[N:25][CH:26]=1)[N:9]=2.[NH:33]1[CH2:38][CH2:37][O:36][CH2:35][CH2:34]1. The catalyst is ClCCl.CO. The product is [CH:30]1([CH2:29][N:7]2[C:6]([N:33]3[CH2:38][CH2:37][O:36][CH2:35][CH2:34]3)=[N:14][C:13]3[C:8]2=[N:9][C:10]([C:21]2[CH:22]=[N:23][C:24]([NH:27][CH3:28])=[N:25][CH:26]=2)=[N:11][C:12]=3[N:15]2[CH2:20][CH2:19][O:18][CH2:17][CH2:16]2)[CH2:32][CH2:31]1. The yield is 0.910. (2) The reactants are [CH2:1]([C:3]1[N:7]([C:8]2[C:9]([CH3:29])=[C:10]([CH:26]=[CH:27][CH:28]=2)[CH2:11][NH:12][C:13]2[CH:25]=[CH:24][C:16]3[C@H:17]([CH2:20][C:21]([OH:23])=[O:22])[CH2:18][O:19][C:15]=3[CH:14]=2)[C:6]2[CH:30]=[C:31]([F:34])[CH:32]=[CH:33][C:5]=2[N:4]=1)[CH3:2].[OH-].[Na+:36].C(#N)C. The catalyst is O. The product is [CH2:1]([C:3]1[N:7]([C:8]2[C:9]([CH3:29])=[C:10]([CH:26]=[CH:27][CH:28]=2)[CH2:11][NH:12][C:13]2[CH:25]=[CH:24][C:16]3[C@H:17]([CH2:20][C:21]([O-:23])=[O:22])[CH2:18][O:19][C:15]=3[CH:14]=2)[C:6]2[CH:30]=[C:31]([F:34])[CH:32]=[CH:33][C:5]=2[N:4]=1)[CH3:2].[Na+:36]. The yield is 0.980. (3) The reactants are [CH3:1][O:2][CH2:3][CH2:4][N:5]1[C:9]([CH3:10])=[C:8]([CH3:11])[S:7][C:6]1=[NH:12].CCN(CC)CC.[Cl:20][C:21]1[C:22]([F:34])=[C:23]([C:27]([C:30]([F:33])([F:32])[F:31])=[CH:28][CH:29]=1)[C:24](Cl)=[O:25]. The catalyst is C1COCC1. The product is [Cl:20][C:21]1[C:22]([F:34])=[C:23]([C:27]([C:30]([F:32])([F:33])[F:31])=[CH:28][CH:29]=1)[C:24]([N:12]=[C:6]1[N:5]([CH2:4][CH2:3][O:2][CH3:1])[C:9]([CH3:10])=[C:8]([CH3:11])[S:7]1)=[O:25]. The yield is 0.460.